This data is from Full USPTO retrosynthesis dataset with 1.9M reactions from patents (1976-2016). The task is: Predict the reactants needed to synthesize the given product. Given the product [Cl:20][C:3]1[C:2]([C:10]2[CH:11]=[C:12]([C:16]([OH:19])([CH3:17])[CH3:18])[CH:13]=[N:14][CH:15]=2)=[N:1][N:5]2[CH:6]=[CH:7][CH:8]=[CH:9][C:4]=12, predict the reactants needed to synthesize it. The reactants are: [N:1]1[N:5]2[CH:6]=[CH:7][CH:8]=[CH:9][C:4]2=[CH:3][C:2]=1[C:10]1[CH:11]=[C:12]([C:16]([OH:19])([CH3:18])[CH3:17])[CH:13]=[N:14][CH:15]=1.[Cl:20]N1C(=O)CCC1=O.